This data is from Forward reaction prediction with 1.9M reactions from USPTO patents (1976-2016). The task is: Predict the product of the given reaction. (1) Given the reactants [F:1][CH:2]([F:10])[C:3]1[C:4]([NH2:9])=[N:5][CH:6]=[CH:7][CH:8]=1.[Br:11]N1C(=O)CCC1=O, predict the reaction product. The product is: [Br:11][C:7]1[CH:8]=[C:3]([CH:2]([F:10])[F:1])[C:4]([NH2:9])=[N:5][CH:6]=1. (2) Given the reactants [CH3:1][NH:2][C:3]([C@H:5]1[CH2:9][CH2:8][CH2:7][N:6]1[C:10]1[CH:15]=[CH:14][C:13]([NH:16][C:17]([NH2:19])=[NH:18])=[CH:12][CH:11]=1)=[O:4].CN(C)/[CH:22]=[CH:23]/[C:24]([C:26]1[N:30]([CH:31]([CH3:33])[CH3:32])[C:29]([CH3:34])=[N:28][CH:27]=1)=O, predict the reaction product. The product is: [CH3:1][NH:2][C:3]([C@H:5]1[CH2:9][CH2:8][CH2:7][N:6]1[C:10]1[CH:15]=[CH:14][C:13]([NH:16][C:17]2[N:19]=[C:24]([C:26]3[N:30]([CH:31]([CH3:33])[CH3:32])[C:29]([CH3:34])=[N:28][CH:27]=3)[CH:23]=[CH:22][N:18]=2)=[CH:12][CH:11]=1)=[O:4]. (3) Given the reactants [Cl-].O[NH3+:3].[C:4](=[O:7])([O-])[OH:5].[Na+].CS(C)=O.[O:13]=[C:14]1[C:19]([CH2:20][C:21]2[CH:26]=[CH:25][C:24]([C:27]3[C:28]([C:33]#[N:34])=[CH:29][CH:30]=[CH:31][CH:32]=3)=[CH:23][CH:22]=2)=[C:18]([CH2:35][CH2:36][CH3:37])[N:17]2[N:38]=[CH:39][N:40]=[C:16]2[N:15]1[CH2:41][CH2:42][CH3:43], predict the reaction product. The product is: [O:7]=[C:4]1[O:5][N:3]=[C:33]([C:28]2[CH:29]=[CH:30][CH:31]=[CH:32][C:27]=2[C:24]2[CH:23]=[CH:22][C:21]([CH2:20][C:19]3[C:14](=[O:13])[N:15]([CH2:41][CH2:42][CH3:43])[C:16]4[N:17]([N:38]=[CH:39][N:40]=4)[C:18]=3[CH2:35][CH2:36][CH3:37])=[CH:26][CH:25]=2)[NH:34]1. (4) Given the reactants C(N(CC)C(C)C)(C)C.Cl.[C:11]1([NH:17][NH2:18])[CH:16]=[CH:15][CH:14]=[CH:13][CH:12]=1.[CH3:19][C:20]([CH3:27])([CH3:26])[C:21](=O)[CH2:22][C:23]#[N:24], predict the reaction product. The product is: [C:20]([C:21]1[CH:22]=[C:23]([NH2:24])[N:17]([C:11]2[CH:16]=[CH:15][CH:14]=[CH:13][CH:12]=2)[N:18]=1)([CH3:27])([CH3:26])[CH3:19]. (5) The product is: [N+:8]([C:5]1[CH:6]=[CH:7][C:2]2[O:1][CH2:18][CH:20]([CH2:21][OH:22])[O:11][C:3]=2[CH:4]=1)([O-:10])=[O:9]. Given the reactants [OH:1][C:2]1[CH:7]=[CH:6][C:5]([N+:8]([O-:10])=[O:9])=[CH:4][C:3]=1[OH:11].C(=O)([O-])[O-].[K+].[K+].[CH2:18]([CH:20]1[O:22][CH2:21]1)Br.O, predict the reaction product. (6) Given the reactants [C:1]1([OH:9])[CH:6]=[C:5]([CH3:7])[CH:4]=[C:3]([CH3:8])[CH:2]=1.[C:10](=O)([O-])[O-].[K+].[K+].CN(C=O)C.IC, predict the reaction product. The product is: [CH3:10][O:9][C:1]1[CH:6]=[C:5]([CH3:7])[CH:4]=[C:3]([CH3:8])[CH:2]=1.